This data is from NCI-60 drug combinations with 297,098 pairs across 59 cell lines. The task is: Regression. Given two drug SMILES strings and cell line genomic features, predict the synergy score measuring deviation from expected non-interaction effect. Drug 2: CCCS(=O)(=O)NC1=C(C(=C(C=C1)F)C(=O)C2=CNC3=C2C=C(C=N3)C4=CC=C(C=C4)Cl)F. Cell line: OVCAR-5. Synergy scores: CSS=-0.811, Synergy_ZIP=0.862, Synergy_Bliss=-3.28, Synergy_Loewe=-9.06, Synergy_HSA=-8.90. Drug 1: C1CC(=O)NC(=O)C1N2CC3=C(C2=O)C=CC=C3N.